This data is from Experimentally validated miRNA-target interactions with 360,000+ pairs, plus equal number of negative samples. The task is: Binary Classification. Given a miRNA mature sequence and a target amino acid sequence, predict their likelihood of interaction. (1) The miRNA is mmu-miR-452-3p with sequence UCAGUCUCAUCUGCAAAGAGGU. The protein sequence of the target gene is MLKSRLRMFLNELKLLVLTGGGRPRAEPQPRGGGGGGCGWAPFAGCSARDGDGDEEEYYGSEPRARGLAGDKEPRAGPPPPPAPPPPPPGALDALSLSSSLDSGLRTPQCRICFQGPEQGELLSPCRCDGSVRCTHQPCLIRWISERGSWSCELCYFKYQVLAISTKNPLQWQAISLTVIEKVQIAAIVLGSLFLVASISWLIWSSLSPSAKWQRQDLLFQICYGMYGFMDVVCIGLIVHEGSSVYRIFKRWQAVNQQWKVLNYDKTKDVGGDTGGGAAGKPGPRTSRTSPPAGAPTRPP.... Result: 0 (no interaction). (2) The miRNA is rno-miR-93-5p with sequence CAAAGUGCUGUUCGUGCAGGUAG. The protein sequence of the target gene is MPHKIEGFFLLLLFGYEATLGLSSTEDEGEDPWYQKACKCDCQVGANALWSAGATSLDCIPECPYHKPLGFESGEVTPDQITCSNPEQYVGWYSSWTANKARLNSQGFGCAWLSKYQDSSQWLQIDLKEIKVISGILTQGRCDIDEWVTKYSVQYRTDERLNWIYYKDQTGNNRVFYGNSDRSSTVQNLLRPPIISRFIRLIPLGWHVRIAIRMELLECASKCA. Result: 0 (no interaction). (3) The miRNA is hsa-miR-335-5p with sequence UCAAGAGCAAUAACGAAAAAUGU. Result: 1 (interaction). The protein sequence of the target gene is MKLAALLGLCVALSCSSAAAFLVGSAKPVAQPVAALESAAEAGAGTLANPLGTLNPLKLLLSSLGIPVNHLIEGSQKCVAELGPQAVGAVKALKALLGALTVFG.